From a dataset of Catalyst prediction with 721,799 reactions and 888 catalyst types from USPTO. Predict which catalyst facilitates the given reaction. (1) Reactant: [OH:1][CH:2]1[CH2:7][CH2:6][CH:5]([NH:8][C:9](=[O:19])[CH2:10]P(=O)(OCC)OCC)[CH2:4][CH2:3]1.[Li+].CC([N-]C(C)C)C.[CH3:28][C:29]1[CH:34]=[CH:33][C:32]([S:35][C:36]2[N:43]=[CH:42][CH:41]=[CH:40][C:37]=2[CH:38]=O)=[CH:31][CH:30]=1.O. Product: [OH:1][CH:2]1[CH2:3][CH2:4][CH:5]([NH:8][C:9](=[O:19])/[CH:10]=[CH:38]/[C:37]2[C:36]([S:35][C:32]3[CH:33]=[CH:34][C:29]([CH3:28])=[CH:30][CH:31]=3)=[N:43][CH:42]=[CH:41][CH:40]=2)[CH2:6][CH2:7]1. The catalyst class is: 1. (2) Reactant: [CH3:1][O:2][C:3]1[CH:4]=[C:5]([C:9](=O)[CH2:10][O:11][C:12]2[CH:20]=[CH:19][CH:18]=[CH:17][C:13]=2[C:14]([NH2:16])=[O:15])[CH:6]=[CH:7][CH:8]=1.C1(C)C=CC(S(O)(=O)=O)=CC=1.C(OCC)(=O)C.C(OCC)C. Product: [CH3:1][O:2][C:3]1[CH:4]=[C:5]([C:9]2[NH:16][C:14](=[O:15])[C:13]3[CH:17]=[CH:18][CH:19]=[CH:20][C:12]=3[O:11][CH:10]=2)[CH:6]=[CH:7][CH:8]=1. The catalyst class is: 11. (3) Reactant: C(=O)([O-])[O-].[K+].[K+].C1(C)C=CC(S(O[CH2:17][CH2:18][Cl:19])(=O)=O)=CC=1.[Br:21][C:22]1[CH:27]=[CH:26][C:25]([OH:28])=[C:24]([Cl:29])[CH:23]=1. The catalyst class is: 3. Product: [Br:21][C:22]1[CH:27]=[CH:26][C:25]([O:28][CH2:17][CH2:18][Cl:19])=[C:24]([Cl:29])[CH:23]=1. (4) Reactant: [F:1][C:2]([F:12])([F:11])[C:3]1[CH:10]=[CH:9][C:6]([CH:7]=O)=[CH:5][CH:4]=1.Cl.[Cl:14][C:15]1[CH:27]=[C:26]([O:28][CH2:29][CH:30]=[C:31]([Cl:33])[Cl:32])[CH:25]=[C:24]([Cl:34])[C:16]=1[O:17][CH2:18][CH2:19][CH2:20][CH2:21][O:22][NH2:23].C(O)(=O)CC(CC(O)=O)(C(O)=O)O. Product: [Cl:14][C:15]1[CH:27]=[C:26]([O:28][CH2:29][CH:30]=[C:31]([Cl:33])[Cl:32])[CH:25]=[C:24]([Cl:34])[C:16]=1[O:17][CH2:18][CH2:19][CH2:20][CH2:21][O:22][N:23]=[CH:7][C:6]1[CH:9]=[CH:10][C:3]([C:2]([F:12])([F:11])[F:1])=[CH:4][CH:5]=1. The catalyst class is: 17. (5) The catalyst class is: 5. Reactant: [CH2:1]([C:3]1[C:4]([O:14][CH2:15][CH2:16][CH2:17][C:18]2[C:19]([CH:33]([CH3:35])[CH3:34])=[N:20][N:21]([C:23]3[N:24]=[N:25][C:26]([C:29]([F:32])([F:31])[F:30])=[CH:27][CH:28]=3)[CH:22]=2)=[C:5]([CH2:9][C:10]([O:12]C)=[O:11])[CH:6]=[CH:7][CH:8]=1)[CH3:2].[OH-].[Na+].O1CCCC1.Cl. Product: [CH2:1]([C:3]1[C:4]([O:14][CH2:15][CH2:16][CH2:17][C:18]2[C:19]([CH:33]([CH3:34])[CH3:35])=[N:20][N:21]([C:23]3[N:24]=[N:25][C:26]([C:29]([F:32])([F:30])[F:31])=[CH:27][CH:28]=3)[CH:22]=2)=[C:5]([CH2:9][C:10]([OH:12])=[O:11])[CH:6]=[CH:7][CH:8]=1)[CH3:2]. (6) Reactant: [OH:1][CH:2]1[CH2:7][CH2:6][N:5]([C:8]([O:10][C:11]([CH3:14])([CH3:13])[CH3:12])=[O:9])[CH2:4][CH2:3]1.[H-].[Na+].Cl.[Br:18][C:19]1[CH:20]=[C:21]2[S:27][C:26](Cl)=[N:25][C:22]2=[N:23][CH:24]=1.[Na]. Product: [Br:18][C:19]1[CH:20]=[C:21]2[S:27][C:26]([O:1][CH:2]3[CH2:3][CH2:4][N:5]([C:8]([O:10][C:11]([CH3:14])([CH3:13])[CH3:12])=[O:9])[CH2:6][CH2:7]3)=[N:25][C:22]2=[N:23][CH:24]=1. The catalyst class is: 3.